This data is from Full USPTO retrosynthesis dataset with 1.9M reactions from patents (1976-2016). The task is: Predict the reactants needed to synthesize the given product. (1) The reactants are: [H-].[Na+].C(C1C=C([NH:12][C:13]([NH:15][C:16]2[C:25]3[C:20](=[CH:21][CH:22]=[CH:23][CH:24]=3)[CH:19]=[CH:18][CH:17]=2)=[O:14])N(C2C=CC=C(CO)C=2)N=1)(C)(C)C. Given the product [C:16]1([NH:15][C:13](=[O:14])[NH2:12])[C:25]2[C:20](=[CH:21][CH:22]=[CH:23][CH:24]=2)[CH:19]=[CH:18][CH:17]=1, predict the reactants needed to synthesize it. (2) Given the product [Cl:24][C:18]1[CH:19]=[C:20]([Cl:23])[CH:21]=[CH:22][C:17]=1[CH2:16][O:15][C:13]1[CH:12]=[CH:11][C:10]2[C:6]([CH2:5][C:4]([OH:27])=[O:3])=[CH:7][S:8](=[O:26])(=[O:25])[C:9]=2[CH:14]=1, predict the reactants needed to synthesize it. The reactants are: C([O:3][C:4](=[O:27])[CH2:5][C:6]1[C:10]2[CH:11]=[CH:12][C:13]([O:15][CH2:16][C:17]3[CH:22]=[CH:21][C:20]([Cl:23])=[CH:19][C:18]=3[Cl:24])=[CH:14][C:9]=2[S:8](=[O:26])(=[O:25])[CH:7]=1)C.C1COCC1.CO.O.[OH-].[Li+]. (3) Given the product [CH3:48][O:55][C:39]([CH:40]1[CH2:45][N:42]([CH2:43][C:9]2[CH:12]=[CH:13][C:6]([C:4](=[CH:3][C:2](=[O:1])[C:14]3[CH:15]=[C:16]([O:24][CH3:25])[C:17]([O:22][CH3:23])=[C:18]([O:20][CH3:21])[CH:19]=3)[CH3:5])=[CH:7][CH:8]=2)[CH2:41]1)=[O:61], predict the reactants needed to synthesize it. The reactants are: [O:1]=[C:2]([C:14]1[CH:19]=[C:18]([O:20][CH3:21])[C:17]([O:22][CH3:23])=[C:16]([O:24][CH3:25])[CH:15]=1)[CH:3]=[C:4]([C:6]1[CH:13]=[CH:12][C:9](C=O)=[CH:8][CH:7]=1)[CH3:5].CN1CCC(=C2[C:41]3[N:42]=[CH:43]C=[CH:45][C:40]=3[CH2:39]CC3C=CC=CC2=3)CC1.[CH:48](=[O:55])C1C=CC=CC=1.Cl.N(CC(O)=[O:61])C. (4) The reactants are: [Br-].[CH3:2][C:3]([CH3:28])=[CH:4][CH2:5][N+:6]1([CH3:27])[CH2:24][CH2:23][C@:13]23[C:14]4[C:15]5[O:22][C@H:12]2[C:11](=[O:25])[CH2:10][CH2:9][C@@:8]3([OH:26])[C@H:7]1[CH2:20][C:19]=4[CH:18]=[CH:17][C:16]=5[OH:21].C[I:30]. Given the product [I-:30].[CH3:2][C:3]([CH3:28])=[CH:4][CH2:5][N+:6]1([CH3:27])[CH2:24][CH2:23][C@:13]23[C:14]4[C:15]5[O:22][C@H:12]2[C:11](=[O:25])[CH2:10][CH2:9][C@@:8]3([OH:26])[C@H:7]1[CH2:20][C:19]=4[CH:18]=[CH:17][C:16]=5[OH:21], predict the reactants needed to synthesize it. (5) Given the product [O:1]=[CH:2][C@@H:3]([C@H:5]([C@@H:7]([C@@H:9]([CH2:11][OH:12])[OH:10])[OH:8])[OH:6])[OH:4].[Ca:27].[O:1]=[C:2]([OH:13])[C@@H:3]([C@H:5]([C@@H:7]([C@@H:9]([CH2:11][OH:12])[OH:10])[OH:8])[OH:6])[OH:4], predict the reactants needed to synthesize it. The reactants are: [O:1]=[C:2]([OH:13])[C@@H:3]([C@H:5]([C@@H:7]([C@@H:9]([CH2:11][OH:12])[OH:10])[OH:8])[OH:6])[OH:4].O=C[C@@H]([C@H]([C@@H]([C@@H](CO)O)O)O)O.[O-2].[Ca+2:27]. (6) Given the product [ClH:68].[N:23]1([C:26]2[C:27]([O:32][CH2:33][CH2:34][O:35][C:47]3[C:41]4[O:40][C:39]([C:36](=[O:38])[CH3:37])=[CH:43][C:42]=4[CH:44]=[CH:45][CH:46]=3)=[N:28][CH:29]=[CH:30][N:31]=2)[CH2:22][CH2:21][NH:20][CH2:25][CH2:24]1, predict the reactants needed to synthesize it. The reactants are: CCOC(/N=N/C(OCC)=O)=O.C(OC([N:20]1[CH2:25][CH2:24][N:23]([C:26]2[C:27]([O:32][CH2:33][CH2:34][OH:35])=[N:28][CH:29]=[CH:30][N:31]=2)[CH2:22][CH2:21]1)=O)(C)(C)C.[C:36]([C:39]1[O:40][C:41]2[C:47](O)=[CH:46][CH:45]=[CH:44][C:42]=2[CH:43]=1)(=[O:38])[CH3:37].C1C=CC(P(C2C=CC=CC=2)C2C=CC=CC=2)=CC=1.[ClH:68].[NH+]1C=CC=CC=1.